Task: Predict the product of the given reaction.. Dataset: Forward reaction prediction with 1.9M reactions from USPTO patents (1976-2016) (1) Given the reactants [NH2:1][CH:2]1[CH2:5][N:4]([C:6]([C:8]2[CH:9]=[C:10]([CH:23]=[CH:24][C:25]=2[F:26])[CH2:11][C:12]2[C:21]3[C:16](=[CH:17][CH:18]=[CH:19][CH:20]=3)[C:15](=[O:22])[NH:14][N:13]=2)=[O:7])[CH2:3]1.Br[CH2:28][CH2:29][C:30]([F:33])([F:32])[F:31].C([O-])([O-])=O.[K+].[K+], predict the reaction product. The product is: [F:26][C:25]1[CH:24]=[CH:23][C:10]([CH2:11][C:12]2[C:21]3[C:16](=[CH:17][CH:18]=[CH:19][CH:20]=3)[C:15](=[O:22])[NH:14][N:13]=2)=[CH:9][C:8]=1[C:6]([N:4]1[CH2:3][CH:2]([NH:1][CH2:28][CH2:29][C:30]([F:33])([F:32])[F:31])[CH2:5]1)=[O:7]. (2) Given the reactants C1C=C2C=CC(O)=C(C3C4C(=CC=CC=4)C=CC=3[OH:21])C2=CC=1.[CH2:23]([O:27][CH2:28][CH2:29][O:30][C:31]1[CH:36]=[CH:35][C:34]([C:37]2[CH:38]=[CH:39][C:40]3[N:46]([CH2:47][CH2:48][CH3:49])[CH2:45][CH2:44][C:43]([C:50]([NH:52][C:53]4[CH:58]=[CH:57][C:56]([S:59][CH2:60][C:61]5[N:65]([CH2:66][CH2:67][CH3:68])[CH:64]=[N:63][N:62]=5)=[CH:55][CH:54]=4)=[O:51])=[CH:42][C:41]=3[CH:69]=2)=[CH:33][CH:32]=1)[CH2:24][CH2:25][CH3:26].[O-]O.[O-]O.C1(C(C)C)C=CC=CC=1.S([O-])([O-])(=O)=S.[Na+].[Na+], predict the reaction product. The product is: [CH2:23]([O:27][CH2:28][CH2:29][O:30][C:31]1[CH:32]=[CH:33][C:34]([C:37]2[CH:38]=[CH:39][C:40]3[N:46]([CH2:47][CH2:48][CH3:49])[CH2:45][CH2:44][C:43]([C:50]([NH:52][C:53]4[CH:54]=[CH:55][C:56]([S:59]([CH2:60][C:61]5[N:65]([CH2:66][CH2:67][CH3:68])[CH:64]=[N:63][N:62]=5)=[O:21])=[CH:57][CH:58]=4)=[O:51])=[CH:42][C:41]=3[CH:69]=2)=[CH:35][CH:36]=1)[CH2:24][CH2:25][CH3:26]. (3) Given the reactants [Cl:1][C:2]1[C:6]([CH3:7])=[CH:5][N:4]([C:8]2[CH:9]=[N:10][CH:11]=[CH:12][CH:13]=2)[N:3]=1.[Mn]([O-])(=O)(=O)=[O:15].[Na+].[OH2:20], predict the reaction product. The product is: [Cl:1][C:2]1[C:6]([C:7]([OH:15])=[O:20])=[CH:5][N:4]([C:8]2[CH:9]=[N:10][CH:11]=[CH:12][CH:13]=2)[N:3]=1. (4) Given the reactants [Cl:1][C:2]1[CH:7]=[CH:6][C:5]([OH:8])=[C:4]([F:9])[CH:3]=1.C(=O)([O-])[O-].[K+].[K+].F[C:17]1[N:27]=[CH:26][CH:25]=[C:24]([CH:28]=[CH2:29])[C:18]=1[C:19]([O:21][CH2:22][CH3:23])=[O:20], predict the reaction product. The product is: [Cl:1][C:2]1[CH:7]=[CH:6][C:5]([O:8][C:17]2[N:27]=[CH:26][CH:25]=[C:24]([CH:28]=[CH2:29])[C:18]=2[C:19]([O:21][CH2:22][CH3:23])=[O:20])=[C:4]([F:9])[CH:3]=1. (5) Given the reactants [C:1]([C:3]1[CH:8]=[C:7]([C:9]2[CH:18]=[CH:17][C:12]([C:13]([O:15][CH3:16])=[O:14])=[CH:11][CH:10]=2)[CH:6]=[CH:5][N:4]=1)#[N:2].[C:19]([O:23][C:24](O[C:24]([O:23][C:19]([CH3:22])([CH3:21])[CH3:20])=[O:25])=[O:25])([CH3:22])([CH3:21])[CH3:20], predict the reaction product. The product is: [C:19]([O:23][C:24]([NH:2][CH2:1][C:3]1[CH:8]=[C:7]([C:9]2[CH:18]=[CH:17][C:12]([C:13]([O:15][CH3:16])=[O:14])=[CH:11][CH:10]=2)[CH:6]=[CH:5][N:4]=1)=[O:25])([CH3:22])([CH3:21])[CH3:20]. (6) Given the reactants C(O[CH:4]=[C:5]1[C:16]2[C:8](=[CH:9][CH:10]=[C:11]3[C:15]=2[S:14][CH:13]=[N:12]3)[NH:7][C:6]1=[O:17])C.[CH3:18][S:19]([CH2:22][C:23]1[CH:29]=[CH:28][C:26]([NH2:27])=[CH:25][CH:24]=1)(=[O:21])=[O:20], predict the reaction product. The product is: [CH3:18][S:19]([CH2:22][C:23]1[CH:29]=[CH:28][C:26]([NH:27][CH:4]=[C:5]2[C:16]3[C:8](=[CH:9][CH:10]=[C:11]4[C:15]=3[S:14][CH:13]=[N:12]4)[NH:7][C:6]2=[O:17])=[CH:25][CH:24]=1)(=[O:20])=[O:21].